Dataset: Drug-target binding data from BindingDB using Ki measurements. Task: Regression. Given a target protein amino acid sequence and a drug SMILES string, predict the binding affinity score between them. We predict pKi (pKi = -log10(Ki in M); higher means stronger inhibition). Dataset: bindingdb_ki. (1) The drug is CCCCCC(O)C=CC1C(O)CC2OC(=CCCCC(=O)O)CC21. The target protein (Q9R261) has sequence MNESYRCQAATWVERGSSATMGGVAFSAGLLGNLLALVLLARSGLGSCRPGPLHPPPSVFYVLVCGLTVTDLLGKCLISPMVLAAYAQNRSLKELLPASGNQLCEAFAFLMSFFGLASTLQLLAMALECWLSLGHPFFYQRHITARRGVLVAPVAGAFSLAFCALPFAGFGKFVQYCPGTWCFIQMIHKKRSFSVIGFSVLYSSLMALLVLATVVCNLGAMSNLYAMHRRQRHHPRRCSRDRAQSGSDYRHGSPNPLEELDHFVLLALTTVLFTMCSLPLIYRAYYGAFKLVDRADGDSEDLQALRFLSVISIVDPWIFIIFRTSVFRMLFHKTFTRPLIYRNWCSHSWQTNMESTL. The pKi is 5.5. (2) The compound is Cc1cccc(C)c1OCC(=O)N[C@@H](Cc1ccccc1)[C@@H](O)C[C@H](Cc1ccccc1)NC(=O)[C@H](C(C)C)N1CCCNC1=O. The target protein sequence is PQITLWQRPIVTVKIGGQLKEALLDTGADDTVIEDINLPGKWKPKMIGGIGGFVKVRQYDQIHIEICGKKAIGTVLVGPTPFNIIGRNMLTQIGCTLNF. The pKi is 8.0. (3) The drug is N=C(NCCC[C@H](N)CNCCc1ccccc1N)N[N+](=O)[O-]. The target protein (P29477) has sequence MACPWKFLFKVKSYQSDLKEEKDINNNVKKTPCAVLSPTIQDDPKSHQNGSPQLLTGTAQNVPESLDKLHVTSTRPQYVRIKNWGSGEILHDTLHHKATSDFTCKSKSCLGSIMNPKSLTRGPRDKPTPLEELLPHAIEFINQYYGSFKEAKIEEHLARLEAVTKEIETTGTYQLTLDELIFATKMAWRNAPRCIGRIQWSNLQVFDARNCSTAQEMFQHICRHILYATNNGNIRSAITVFPQRSDGKHDFRLWNSQLIRYAGYQMPDGTIRGDAATLEFTQLCIDLGWKPRYGRFDVLPLVLQADGQDPEVFEIPPDLVLEVTMEHPKYEWFQELGLKWYALPAVANMLLEVGGLEFPACPFNGWYMGTEIGVRDFCDTQRYNILEEVGRRMGLETHTLASLWKDRAVTEINVAVLHSFQKQNVTIMDHHTASESFMKHMQNEYRARGGCPADWIWLVPPVSGSITPVFHQEMLNYVLSPFYYYQIEPWKTHIWQNEKL.... The pKi is 3.7. (4) The pKi is 5.5. The target protein (P18203) has sequence MGVQVETISPGDGRTFPKRGQTCVVHYTGMLEDGKKFDSSRDRNKPFKFVLGKQEVIRGWEEGVAQMSVGQRAKLTISPDYAYGATGHPGIIPPNATLIFDVELLKLE. The drug is CCC(C)(C)C(=O)C(=O)N1CCCC[C@H]1C(=O)CCCCCc1ccccc1. (5) The small molecule is Nc1ccn(C2OC(CO)C(O)C(F)C2O)c(=O)n1. The target protein (O95453) has sequence MEIIRSNFKSNLHKVYQAIEEADFFAIDGEFSGISDGPSVSALTNGFDTPEERYQKLKKHSMDFLLFQFGLCTFKYDYTDSKYITKSFNFYVFPKPFNRSSPDVKFVCQSSSIDFLASQGFDFNKVFRNGIPYLNQEEERQLREQYDEKRSQANGAGALSYVSPNTSKCPVTIPEDQKKFIDQVVEKIEDLLQSEENKNLDLEPCTGFQRKLIYQTLSWKYPKGIHVETLETEKKERYIVISKVDEEERKRREQQKHAKEQEELNDAVGFSRVIHAIANSGKLVIGHNMLLDVMHTVHQFYCPLPADLSEFKEMTTCVFPRLLDTKLMASTQPFKDIINNTSLAELEKRLKETPFNPPKVESAEGFPSYDTASEQLHEAGYDAYITGLCFISMANYLGSFLSPPKIHVSARSKLIEPFFNKLFLMRVMDIPYLNLEGPDLQPKRDHVLHVTFPKEWKTSDLYQLFSAFGNIQISWIDDTSAFVSLSQPEQVKIAVNTSKY.... The pKi is 3.2. (6) The drug is CCCCn1c(=O)c2c(nc3n2CCCN3c2ccc(OCCN(C)C)cc2)n(CCCC)c1=O. The target protein (P29276) has sequence MQLETQDALYVALELVIAALAVAGNVLVCAAVGASSALQTPTNYFLVSLATADVAVGLFAIPFAITISLGFCTDFHSCLFLACFVLVLTQSSIFSLLAVAVDRYLAIRVPLRYKGLVTGTRARGIIAVLWVLAFGIGLTPFLGWNSKDRATSNCTEPGDGITNKSCCPVKCLFENVVPMSYMVYFNFFGCVLPPLLIMMVIYIKIFMVACKQLQHMELMEHSRTTLQREIHAAKSLAMIVGIFALCWLPVHAINCITLFHPALAKDKPKWVMNVAILLSHANSVVNPIVYAYRNRDFRYSFHRIISRYVLCQTDTKGGSGQAGGQSTFSLSL. The pKi is 6.0. (7) The drug is CC1(C)O[C@H](COP(=O)(O)O)[C@H](C(=O)NO)O1. The target protein sequence is MSMDVGVVGLGVMGANLALNIAEKGFKVAVFNRTYSKSEEFMKANASAPFAGNLKAFETMEAFAASLKKPRKALILVQAGAATDSTIEQLKKVFEKGDILVDTGNAHFKDQGRRAQQLEAAGLRFLGMGISGGEEGARKGPAFFPGGTLSVWEEIRPIVEAAAAKADDGRPCVTMNGSGGAGSCVKMYHNSGEYAILQIWGEVFDILRAMGLNNDEVAAVLEDWKSKNFLKSYMLDISIAAARAKDKDGSYLTEHVMDRIGSKGTGLWSAQEALEIGVPAPSLNMAVVSRQFTMYKTERQANASNAPGITQSPGYTLKNKSPSGPEIKQLYDSVCIAIISCYAQMFQCLREMDKVHNFGLNLPATIATFRAGCILQGYLLKPMTEAFEKNPNISNLMCAFQTEIRAGLQNYRDMVALITSKLEVSIPVLSASLNYVTAMFTPTLKYGQLVSLQRDVFGRHGYERVDKDGRESFQWPELQ. The pKi is 7.5. (8) The drug is c1cc2c(c(N3CCNCC3)c1)OCCO2. The target protein (Q9JIR0) has sequence MEQLTTLPRLGDPGAMEPWALPAWQHWTQGQGCKPGDASASIAATPTALQVKGLRFEESSEPAGAHSPGPIRNTDPEGTETVLPKLGQQAESPGYSCSRLEGEDAQAYKAKFNIGFGDRPNLELLRALGELQQHCTILKEENQMLRKSSFPETEEKVRRLKRKNAELAVIAKRLEERAQKLQETNMRGGEVPLCPDPDPVWSCARKALARQRARDLSETATALLAKDKQNAALQRECRELQARLSLVGKEGPQWLHMRDFDRLLRESQREVLRLQRQIALRNQREPLRPARSQGSTAPSSVGAPAPGAPGETVLEDDVESPQVVLGEPEKQLRVQQLESELCKKRKKCESLEQEARKKQRRCEELELQLRAAQNENARLVEENSRLSGKATEKEQVEWENAELKGQLLGVTQERDSALRKSQGLQSKLESLEQVLEHMRKVAQRRQQLEEEHEQARLSLQEKQEEVRRLQQAQAEAKREHEGAVQLLESTLDSMQARVRE.... The pKi is 5.0. (9) The pKi is 4.5. The drug is O=C1NC(=S)N[C@@]12O[C@H](CO)[C@@H](O)[C@H](O)[C@H]2O. The target protein (P09811) has sequence MAKPLTDQEKRRQISIRGIVGVENVAELKKGFNRHLHFTLVKDRNVATPRDYYFALAHTVRDHLVGRWIRTQQHYYDKCPKRVYYLSLEFYMGRTLQNTMINLGLQNACDEAIYQLGLDMEELEEIEEDAGLGNGGLGRLAACFLDSMATLGLAAYGYGIRYEYGIFNQKIREGWQVEEADDWLRHGNPWEKARPEFMLPVHFYGRVEHTQAGTKWVDTQVVLALPYDTPVPGYMNNTVNTMRLWSARAPNDFNLQDFNVGDYIQAVLDRNLAENISRVLYPNDNFFEGKELRLKQEYFVVAATLQDVIRRFKASKFGSKDGVGTVFDAFPDQVAIQLNDTHPALAIPELMRIFVDIEKLPWSKAWEITKKTFAYTNHTVLPEALERWPVDLVEKLLPRHLQIIYEINQKHLDRIVALFPKDIDRMRRMSLIEEEGGKRINMAHLCIVGCHAVNGVAKIHSDIVKTQVFKDFSELEPDKFQNKTNGITPRRWLLLCNPGL....